This data is from Peptide-MHC class I binding affinity with 185,985 pairs from IEDB/IMGT. The task is: Regression. Given a peptide amino acid sequence and an MHC pseudo amino acid sequence, predict their binding affinity value. This is MHC class I binding data. The peptide sequence is WLKHIEKNY. The MHC is HLA-B46:01 with pseudo-sequence HLA-B46:01. The binding affinity (normalized) is 0.0847.